This data is from Reaction yield outcomes from USPTO patents with 853,638 reactions. The task is: Predict the reaction yield, written as a fraction of the theoretical maximum amount of product (1.0 means a 100% yield; for example, 0.34 means a 34% yield). (1) No catalyst specified. The yield is 0.618. The product is [CH3:33][N:34]([CH2:27][C:12]1[C:13](=[O:26])[N:14]([CH2:16][CH2:17][CH2:18][C:19]2[CH:24]=[CH:23][C:22]([F:25])=[CH:21][CH:20]=2)[N:15]=[C:10]([C:4]2[CH:5]=[CH:6][C:7]([O:8][CH3:9])=[C:2]([F:1])[CH:3]=2)[CH:11]=1)[CH3:35]. The reactants are [F:1][C:2]1[CH:3]=[C:4]([C:10]2[CH:11]=[C:12]([CH2:27]OS(C)(=O)=O)[C:13](=[O:26])[N:14]([CH2:16][CH2:17][CH2:18][C:19]3[CH:24]=[CH:23][C:22]([F:25])=[CH:21][CH:20]=3)[N:15]=2)[CH:5]=[CH:6][C:7]=1[O:8][CH3:9].[CH3:33][NH:34][CH3:35]. (2) The reactants are O=P(Cl)(Cl)Cl.[Cl:6][C:7]1[N:12]=[CH:11][C:10]2[CH:13]=[CH:14][N:15]([CH:16]([CH3:18])[CH3:17])[C:9]=2[CH:8]=1.[C:19](=O)(O)[O-:20].[Na+]. The catalyst is CN(C=O)C. The product is [Cl:6][C:7]1[N:12]=[CH:11][C:10]2[C:13]([CH:19]=[O:20])=[CH:14][N:15]([CH:16]([CH3:18])[CH3:17])[C:9]=2[CH:8]=1. The yield is 0.950. (3) The yield is 0.820. The catalyst is ClCCl. The reactants are [CH3:1][C:2]1[O:6][N:5]=[C:4]([C:7]2[CH:12]=[CH:11][C:10]([CH3:13])=[C:9]([N+:14]([O-:16])=[O:15])[CH:8]=2)[N:3]=1.[Br:17]N1C(=O)CCC1=O. The product is [Br:17][CH2:13][C:10]1[CH:11]=[CH:12][C:7]([C:4]2[N:3]=[C:2]([CH3:1])[O:6][N:5]=2)=[CH:8][C:9]=1[N+:14]([O-:16])=[O:15].